The task is: Predict the reactants needed to synthesize the given product.. This data is from Full USPTO retrosynthesis dataset with 1.9M reactions from patents (1976-2016). (1) Given the product [N+:1]([C:4]1[CH:5]=[N:6][N:7]([CH2:10][CH2:11][OH:12])[CH:8]=1)([O-:3])=[O:2], predict the reactants needed to synthesize it. The reactants are: [N+:1]([C:4]1[CH:5]=[N:6][NH:7][CH:8]=1)([O-:3])=[O:2].Br[CH2:10][CH2:11][OH:12].C(=O)([O-])[O-].[Cs+].[Cs+]. (2) Given the product [CH2:1]([O:8][C@@H:9]1[CH2:14][CH2:13][C@H:12]([O:15][C:16]2[C:21]([F:22])=[CH:20][C:19]([S:23]([NH:26][C:27]3[CH:32]=[CH:31][N:30]=[CH:29][N:28]=3)(=[O:24])=[O:25])=[C:18]([F:44])[CH:17]=2)[C@@H:11]([C:45]2[N:49]([CH3:50])[N:48]=[CH:47][CH:46]=2)[CH2:10]1)[C:2]1[CH:7]=[CH:6][CH:5]=[CH:4][CH:3]=1, predict the reactants needed to synthesize it. The reactants are: [CH2:1]([O:8][C@@H:9]1[CH2:14][CH2:13][C@H:12]([O:15][C:16]2[C:21]([F:22])=[CH:20][C:19]([S:23]([N:26](CC3C=CC(OC)=CC=3OC)[C:27]3[CH:32]=[CH:31][N:30]=[CH:29][N:28]=3)(=[O:25])=[O:24])=[C:18]([F:44])[CH:17]=2)[C@@H:11]([C:45]2[N:49]([CH3:50])[N:48]=[CH:47][CH:46]=2)[CH2:10]1)[C:2]1[CH:7]=[CH:6][CH:5]=[CH:4][CH:3]=1.C([SiH](CC)CC)C.FC(F)(F)C(O)=O. (3) Given the product [Br:1][C:2]1[CH:7]=[CH:6][C:5]([O:8][CH2:16][CH2:17][CH3:18])=[CH:4][CH:3]=1, predict the reactants needed to synthesize it. The reactants are: [Br:1][C:2]1[CH:7]=[CH:6][C:5]([OH:8])=[CH:4][CH:3]=1.C(=O)([O-])[O-].[K+].[K+].I[CH2:16][CH2:17][CH3:18]. (4) Given the product [F:19][C:20]1[C:21]([O:13][CH2:14][C@:15]2([CH3:18])[CH2:17][O:16]2)=[C:22]([CH2:27][C:28]([O:30][CH3:31])=[O:29])[CH:23]=[CH:24][C:25]=1[F:26], predict the reactants needed to synthesize it. The reactants are: [N+](C1C=C(S([O:13][CH2:14][C@:15]2([CH3:18])[CH2:17][O:16]2)(=O)=O)C=CC=1)([O-])=O.[F:19][C:20]1[C:21](O)=[C:22]([CH2:27][C:28]([O:30][CH3:31])=[O:29])[CH:23]=[CH:24][C:25]=1[F:26].C([O-])([O-])=O.[Cs+].[Cs+]. (5) Given the product [CH2:13]([O:12][C:10](=[O:11])[CH2:9][C@H:8]([NH:7][C:5]([O:4][CH2:1][CH:2]=[CH2:3])=[O:6])[C:16]([OH:23])=[O:17])[CH:14]=[CH2:15], predict the reactants needed to synthesize it. The reactants are: [CH2:1]([O:4][C:5]([NH:7][C@H:8]([C:16](=[O:23])[O:17]CC(Cl)(Cl)Cl)[CH2:9][C:10]([O:12][CH2:13][CH:14]=[CH2:15])=[O:11])=[O:6])[CH:2]=[CH2:3]. (6) Given the product [Br:1][C:2]1[CH:7]=[CH:6][C:5]([C:8]2[N:18]=[N:19][C:20]([S:21][CH3:23])=[N:22][CH:9]=2)=[CH:4][C:3]=1[F:17], predict the reactants needed to synthesize it. The reactants are: [Br:1][C:2]1[CH:7]=[CH:6][C:5]([C:8](=O)[CH:9](OCC)OCC)=[CH:4][C:3]=1[F:17].[NH2:18][NH:19][C:20]([NH2:22])=[S:21].[CH3:23]I. (7) Given the product [Cl:1][C:2]1[CH:26]=[CH:25][C:5]([O:6][C:7](=[O:8])[N:9]([C@H:10]2[CH2:15][CH2:14][C@H:13]([C:16]#[C:17][CH2:18][N:29]([CH2:27][CH3:28])[CH2:30][CH2:31][O:32][CH3:33])[CH2:12][CH2:11]2)[CH3:24])=[CH:4][CH:3]=1, predict the reactants needed to synthesize it. The reactants are: [Cl:1][C:2]1[CH:26]=[CH:25][C:5]([O:6][C:7]([N:9]([CH3:24])[C@H:10]2[CH2:15][CH2:14][C@H:13]([C:16]#[C:17][CH2:18]OS(C)(=O)=O)[CH2:12][CH2:11]2)=[O:8])=[CH:4][CH:3]=1.[CH2:27]([NH:29][CH2:30][CH2:31][O:32][CH3:33])[CH3:28]. (8) Given the product [N+:14]([C:11]1[CH:12]=[CH:13][C:8]([C:3]2[CH:4]=[N:5][CH:6]=[CH:7][C:2]=2[C:17]2[CH:22]=[CH:21][CH:20]=[CH:19][CH:18]=2)=[CH:9][CH:10]=1)([O-:16])=[O:15], predict the reactants needed to synthesize it. The reactants are: Br[C:2]1[CH:7]=[CH:6][N:5]=[CH:4][C:3]=1[C:8]1[CH:13]=[CH:12][C:11]([N+:14]([O-:16])=[O:15])=[CH:10][CH:9]=1.[C:17]1(B(O)O)[CH:22]=[CH:21][CH:20]=[CH:19][CH:18]=1.CC1C=CN=CC=1C1C=CC=C2C=1C=NN2.